From a dataset of Peptide-MHC class II binding affinity with 134,281 pairs from IEDB. Regression. Given a peptide amino acid sequence and an MHC pseudo amino acid sequence, predict their binding affinity value. This is MHC class II binding data. (1) The peptide sequence is GKLITDWCCRSCTLPPLR. The MHC is DRB1_0405 with pseudo-sequence DRB1_0405. The binding affinity (normalized) is 0. (2) The peptide sequence is ALFYKLDVVPID. The MHC is DRB1_0701 with pseudo-sequence DRB1_0701. The binding affinity (normalized) is 0.603.